Dataset: Peptide-MHC class II binding affinity with 134,281 pairs from IEDB. Task: Regression. Given a peptide amino acid sequence and an MHC pseudo amino acid sequence, predict their binding affinity value. This is MHC class II binding data. (1) The peptide sequence is AFMLAWNYGVPRVMS. The binding affinity (normalized) is 0.419. The MHC is HLA-DQA10401-DQB10402 with pseudo-sequence HLA-DQA10401-DQB10402. (2) The peptide sequence is SQDLELSWCLNGLQAY. The MHC is DRB1_0802 with pseudo-sequence DRB1_0802. The binding affinity (normalized) is 0.261. (3) The peptide sequence is VFSPGRKNGSFIIDG. The MHC is HLA-DQA10201-DQB10402 with pseudo-sequence HLA-DQA10201-DQB10402. The binding affinity (normalized) is 0.232. (4) The peptide sequence is LVVGIYDEPMTPGQC. The MHC is DRB1_0401 with pseudo-sequence DRB1_0401. The binding affinity (normalized) is 0.366. (5) The peptide sequence is YDKFLANVSKVLTGK. The MHC is DRB1_1101 with pseudo-sequence DRB1_1101. The binding affinity (normalized) is 0.779.